This data is from Peptide-MHC class II binding affinity with 134,281 pairs from IEDB. The task is: Regression. Given a peptide amino acid sequence and an MHC pseudo amino acid sequence, predict their binding affinity value. This is MHC class II binding data. The peptide sequence is MKIILFLTLIVFTSC. The MHC is DRB1_0101 with pseudo-sequence DRB1_0101. The binding affinity (normalized) is 0.477.